The task is: Predict the reaction yield, written as a fraction of the theoretical maximum amount of product (1.0 means a 100% yield; for example, 0.34 means a 34% yield).. This data is from Reaction yield outcomes from USPTO patents with 853,638 reactions. (1) The reactants are OCC1C=NC2N3CCC[C@H]3C(=O)NC=2C=1.Cl.Cl[C:19]1[CH:20]=[C:21]([CH:27]=[CH:28][C:29]=1N1CCNCC1)[C:22]([NH:24]CC)=[O:23].[I-].C(C[P+](C)(C)C)#N.C(N(CC)C(C)C)(C)C. The catalyst is C(#N)CC. The product is [C:22]([NH2:24])(=[O:23])[C:21]1[CH:27]=[CH:28][CH:29]=[CH:19][CH:20]=1. The yield is 0.353. (2) The reactants are [C:1]([O:5][C:6](=[O:20])[NH:7][C@@H:8]1[C:14](=[O:15])[NH:13][C:12]2[CH:16]=[CH:17][CH:18]=[CH:19][C:11]=2[NH:10][CH2:9]1)([CH3:4])([CH3:3])[CH3:2].[Li+].C[Si]([N-][Si](C)(C)C)(C)C.[I-].[Na+].[Br:33][C:34]1[CH:43]=[CH:42][CH:41]=[C:40]2[C:35]=1[CH:36]=[CH:37][C:38]([O:46][CH3:47])=[C:39]2[CH2:44]Cl. The catalyst is C1COCC1. The product is [C:1]([O:5][C:6](=[O:20])[NH:7][C@@H:8]1[C:14](=[O:15])[N:13]([CH2:44][C:39]2[C:40]3[C:35](=[C:34]([Br:33])[CH:43]=[CH:42][CH:41]=3)[CH:36]=[CH:37][C:38]=2[O:46][CH3:47])[C:12]2[CH:16]=[CH:17][CH:18]=[CH:19][C:11]=2[NH:10][CH2:9]1)([CH3:4])([CH3:2])[CH3:3]. The yield is 0.820. (3) The reactants are [CH:1]12[O:8][CH:5]([CH2:6][CH2:7]1)[CH2:4][N:3]([C:9]1[CH:14]=[C:13](Cl)[N:12]=[C:11]([OH:16])[N:10]=1)[CH2:2]2.Cl.[CH:18]12[O:25][CH:22]([CH2:23][CH2:24]1)[CH2:21][NH:20][CH2:19]2.CCN(C(C)C)C(C)C. The catalyst is CO. The product is [CH:1]12[O:8][CH:5]([CH2:6][CH2:7]1)[CH2:4][N:3]([C:9]1[CH:14]=[C:13]([N:20]3[CH2:19][CH:18]4[O:25][CH:22]([CH2:23][CH2:24]4)[CH2:21]3)[N:12]=[C:11]([OH:16])[N:10]=1)[CH2:2]2. The yield is 0.420. (4) The reactants are [CH2:1]([NH:8][C@H:9]1[C@H:14]([NH:15][C:16]([C:18]2[NH:19][C:20]([CH2:24][CH3:25])=[C:21]([Cl:23])[N:22]=2)=[O:17])[CH2:13][CH2:12][N:11](C(OC(C)(C)C)=O)[CH2:10]1)[C:2]1[CH:7]=[CH:6][CH:5]=[CH:4][CH:3]=1.Cl.O1CCOCC1.Br[C:41]1[S:42][C:43]([C:47]([O:49][CH2:50][CH3:51])=[O:48])=[C:44]([CH3:46])[N:45]=1.C(=O)([O-])[O-].[Na+].[Na+]. No catalyst specified. The product is [CH2:1]([NH:8][C@H:9]1[C@H:14]([NH:15][C:16]([C:18]2[NH:19][C:20]([CH2:24][CH3:25])=[C:21]([Cl:23])[N:22]=2)=[O:17])[CH2:13][CH2:12][N:11]([C:41]2[S:42][C:43]([C:47]([O:49][CH2:50][CH3:51])=[O:48])=[C:44]([CH3:46])[N:45]=2)[CH2:10]1)[C:2]1[CH:3]=[CH:4][CH:5]=[CH:6][CH:7]=1. The yield is 0.210. (5) The reactants are [F:1][C:2]1[CH:3]=[C:4]([NH:12][S:13]([C:16]2[CH:21]=[CH:20][C:19](B(O)O)=[CH:18][C:17]=2[CH3:25])(=[O:15])=[O:14])[CH:5]=[CH:6][C:7]=1[C:8]([O:10][CH3:11])=[O:9].Br[C:27]1[CH:32]=[CH:31][CH:30]=[CH:29][N:28]=1.C(=O)([O-])[O-].[Na+].[Na+]. The catalyst is O1CCOCC1.O.C1C=CC(P(C2C=CC=CC=2)[C-]2C=CC=C2)=CC=1.C1C=CC(P(C2C=CC=CC=2)[C-]2C=CC=C2)=CC=1.Cl[Pd]Cl.[Fe+2]. The product is [F:1][C:2]1[CH:3]=[C:4]([NH:12][S:13]([C:16]2[CH:21]=[CH:20][C:19]([C:27]3[CH:32]=[CH:31][CH:30]=[CH:29][N:28]=3)=[CH:18][C:17]=2[CH3:25])(=[O:15])=[O:14])[CH:5]=[CH:6][C:7]=1[C:8]([O:10][CH3:11])=[O:9]. The yield is 0.610. (6) No catalyst specified. The yield is 0.370. The product is [F:18][C:19]1[CH:20]=[C:21]([CH2:26][CH2:27][CH2:28][NH:29][C@H:4]2[CH2:5][CH2:6][C@H:1]([C:8]3[CH:17]=[CH:16][C:11]4[NH:12][C:13](=[O:15])[O:14][C:10]=4[CH:9]=3)[CH2:2][CH2:3]2)[CH:22]=[CH:23][C:24]=1[F:25]. The reactants are [CH:1]1([C:8]2[CH:17]=[CH:16][C:11]3[NH:12][C:13](=[O:15])[O:14][C:10]=3[CH:9]=2)[CH2:6][CH2:5][C:4](=O)[CH2:3][CH2:2]1.[F:18][C:19]1[CH:20]=[C:21]([CH2:26][CH2:27][CH2:28][NH2:29])[CH:22]=[CH:23][C:24]=1[F:25]. (7) The reactants are [Cl:1][C:2]1[CH:6]=[C:5]([C:7]([O:9]C)=[O:8])[N:4]([C:11]2[CH:12]=[N:13][CH:14]=[CH:15][CH:16]=2)[N:3]=1.O.[OH-].[Li+]. The catalyst is O1CCOCC1.O. The product is [ClH:1].[Cl:1][C:2]1[CH:6]=[C:5]([C:7]([OH:9])=[O:8])[N:4]([C:11]2[CH:12]=[N:13][CH:14]=[CH:15][CH:16]=2)[N:3]=1. The yield is 0.910.